Predict the reactants needed to synthesize the given product. From a dataset of Retrosynthesis with 50K atom-mapped reactions and 10 reaction types from USPTO. (1) Given the product CN(C(=O)CCN(CC#N)S(C)(=O)=O)c1cn(-c2cccnc2)nc1Cl, predict the reactants needed to synthesize it. The reactants are: CN(C(=O)CCNS(C)(=O)=O)c1cn(-c2cccnc2)nc1Cl.N#CCBr. (2) Given the product CS(=O)(=O)c1ccc(-c2cnc(N)c(C(=O)Nc3ccccc3)n2)cc1, predict the reactants needed to synthesize it. The reactants are: CS(=O)(=O)c1ccc(-c2cnc(N)c(C(=O)O)n2)cc1.Nc1ccccc1. (3) Given the product COCC(C)OS(C)(=O)=O, predict the reactants needed to synthesize it. The reactants are: COCC(C)O.CS(=O)(=O)Cl. (4) Given the product Cc1nc(-c2ccc(C(F)(F)F)cc2)oc1C(C)(C)O, predict the reactants needed to synthesize it. The reactants are: CC(=O)c1oc(-c2ccc(C(F)(F)F)cc2)nc1C.C[Mg+].